This data is from Reaction yield outcomes from USPTO patents with 853,638 reactions. The task is: Predict the reaction yield, written as a fraction of the theoretical maximum amount of product (1.0 means a 100% yield; for example, 0.34 means a 34% yield). (1) No catalyst specified. The reactants are [C:1]([C:4]1[CH:5]=[C:6]2[C:11](=[O:12])[O:10][C:8](=O)[C:7]2=[CH:13][CH:14]=1)([OH:3])=[O:2].[NH2:15][C:16]1[CH:17]=[C:18]([CH:22]=[CH:23][CH:24]=1)[C:19]([OH:21])=[O:20]. The product is [C:1]([C:4]1[CH:5]=[C:6]2[C:11](=[O:12])[N:15]([C:16]3[CH:24]=[CH:23][CH:22]=[C:18]([C:19]([OH:21])=[O:20])[CH:17]=3)[C:8](=[O:10])[C:7]2=[CH:13][CH:14]=1)([OH:3])=[O:2]. The yield is 0.720. (2) The reactants are [CH2:1]([O:8][CH2:9][CH:10]1[CH2:15][CH2:14][CH:13]([CH2:16][OH:17])[CH2:12][CH2:11]1)[C:2]1[CH:7]=[CH:6][CH:5]=[CH:4][CH:3]=1.CC(OI1(OC(C)=O)(OC(C)=O)OC(=O)C2C=CC=CC1=2)=O.C([O-])(O)=O.[Na+]. The catalyst is ClCCl. The product is [CH2:1]([O:8][CH2:9][CH:10]1[CH2:15][CH2:14][CH:13]([CH:16]=[O:17])[CH2:12][CH2:11]1)[C:2]1[CH:7]=[CH:6][CH:5]=[CH:4][CH:3]=1. The yield is 0.790. (3) The reactants are [NH2:1][C:2]1[C:3]2[C:10]([C:11]3[CH:16]=[CH:15][C:14]([Cl:17])=[CH:13][CH:12]=3)=[C:9]([Cl:18])[N:8]([C@@H:19]3[CH2:23][CH2:22][N:21]([C:24](OC(C)(C)C)=[O:25])[CH2:20]3)[C:4]=2[N:5]=[CH:6][N:7]=1.C(O)(C(F)(F)F)=O.CCN(C(C)C)C(C)C.[CH:47]1([N:50]([CH3:57])[CH2:51]/[CH:52]=[CH:53]/C(O)=O)[CH2:49][CH2:48]1.CN(C(ON1N=NC2C=CC=CC1=2)=[N+](C)C)C.F[P-](F)(F)(F)(F)F. The catalyst is C(Cl)Cl. The product is [NH2:1][C:2]1[C:3]2[C:10]([C:11]3[CH:12]=[CH:13][C:14]([Cl:17])=[CH:15][CH:16]=3)=[C:9]([Cl:18])[N:8]([C@@H:19]3[CH2:23][CH2:22][N:21]([C:24](=[O:25])/[CH:53]=[CH:52]/[CH2:51][N:50]([CH:47]4[CH2:49][CH2:48]4)[CH3:57])[CH2:20]3)[C:4]=2[N:5]=[CH:6][N:7]=1. The yield is 0.0790. (4) The reactants are O.NN.[Br:4][C:5]1[CH:10]=[CH:9][C:8]([S:11](Cl)(=[O:13])=[O:12])=[C:7]([Cl:15])[CH:6]=1.[C:16]([O-])(=O)C.[Na+].CI. The catalyst is C1COCC1.CCO. The product is [Br:4][C:5]1[CH:10]=[CH:9][C:8]([S:11]([CH3:16])(=[O:13])=[O:12])=[C:7]([Cl:15])[CH:6]=1. The yield is 0.320. (5) The reactants are [CH2:1]([O:3][C:4]([C:6]1[CH:7]=[N:8][N:9]([C:11]2[N:15](COCCOC)[C:14]3[CH:22]=[C:23]([Cl:28])[C:24]([Cl:27])=[C:25]([Br:26])[C:13]=3[N:12]=2)[CH:10]=1)=[O:5])[CH3:2].CCO.Cl. The catalyst is O1CCOCC1. The product is [CH2:1]([O:3][C:4]([C:6]1[CH:7]=[N:8][N:9]([C:11]2[NH:15][C:14]3[CH:22]=[C:23]([Cl:28])[C:24]([Cl:27])=[C:25]([Br:26])[C:13]=3[N:12]=2)[CH:10]=1)=[O:5])[CH3:2]. The yield is 0.810. (6) The reactants are [O:1]=[C:2]1[C:11]2[C:6](=[CH:7][C:8]([C:12]([OH:14])=[O:13])=[CH:9][CH:10]=2)[N:5]=[CH:4][NH:3]1.S(Cl)(Cl)=O.[CH3:19]O. No catalyst specified. The product is [O:1]=[C:2]1[C:11]2[C:6](=[CH:7][C:8]([C:12]([O:14][CH3:19])=[O:13])=[CH:9][CH:10]=2)[N:5]=[CH:4][NH:3]1. The yield is 0.700. (7) The reactants are FC(F)(F)C(O)=O.[CH2:8]([O:15][C:16]1[CH:21]=[C:20]([C:22]#[C:23][C:24]2[CH:29]=[CH:28][C:27]([F:30])=[CH:26][CH:25]=2)[C:19]([O:31]COC)=[CH:18][N:17]=1)[C:9]1[CH:14]=[CH:13][CH:12]=[CH:11][CH:10]=1. The catalyst is ClC(Cl)C. The product is [CH2:8]([O:15][C:16]1[N:17]=[CH:18][C:19]([OH:31])=[C:20]([C:22]#[C:23][C:24]2[CH:29]=[CH:28][C:27]([F:30])=[CH:26][CH:25]=2)[CH:21]=1)[C:9]1[CH:10]=[CH:11][CH:12]=[CH:13][CH:14]=1. The yield is 1.00.